From a dataset of Reaction yield outcomes from USPTO patents with 853,638 reactions. Predict the reaction yield, written as a fraction of the theoretical maximum amount of product (1.0 means a 100% yield; for example, 0.34 means a 34% yield). (1) The reactants are [Br:1][C:2]1[C:3]2[N:11]([CH2:12][CH3:13])[C:10]([C:14](=[N:17][OH:18])[C:15]#[N:16])=[N:9][C:4]=2[C:5]([Cl:8])=[N:6][CH:7]=1.[NH2:19]O. The catalyst is C1COCC1.O. The product is [Br:1][C:2]1[C:3]2[N:11]([CH2:12][CH3:13])[C:10]([C:14]3[C:15]([NH2:19])=[N:16][O:18][N:17]=3)=[N:9][C:4]=2[C:5]([Cl:8])=[N:6][CH:7]=1. The yield is 0.510. (2) The reactants are C(OC(=O)[NH:10][CH2:11][CH2:12][CH2:13][CH2:14][C:15]1[CH:20]=[CH:19][C:18]([CH2:21][CH2:22][CH2:23][CH2:24][N:25]([CH2:55][C@@H:56]([C:58]2[CH:63]=[CH:62][C:61]([O:64][CH2:65][C:66]3C=CC=CC=3)=[C:60]([NH:72][S:73]([CH2:76]CC3C=CC=CC=3)(=[O:75])=[O:74])[CH:59]=2)[OH:57])[CH2:26][C@H:27]([OH:54])[C:28]2[CH:33]=[CH:32][C:31]([O:34]CC3C=CC=CC=3)=[C:30]([NH:42][S:43]([CH2:46]CC3C=CC=CC=3)(=[O:45])=[O:44])[CH:29]=2)=[CH:17][CH:16]=1)C1C=CC=CC=1.C[OH:86]. The catalyst is C(O)(=O)C.[OH-].[OH-].[Pd+2].ClCCl. The product is [C:65]([OH:86])(=[O:64])[CH3:66].[C:65]([OH:86])(=[O:64])[CH3:66].[NH2:10][CH2:11][CH2:12][CH2:13][CH2:14][C:15]1[CH:16]=[CH:17][C:18]([CH2:21][CH2:22][CH2:23][CH2:24][N:25]([CH2:55][C@H:56]([OH:57])[C:58]2[CH:63]=[CH:62][C:61]([OH:64])=[C:60]([NH:72][S:73]([CH3:76])(=[O:74])=[O:75])[CH:59]=2)[CH2:26][C@@H:27]([C:28]2[CH:33]=[CH:32][C:31]([OH:34])=[C:30]([NH:42][S:43]([CH3:46])(=[O:45])=[O:44])[CH:29]=2)[OH:54])=[CH:19][CH:20]=1. The yield is 0.980. (3) The reactants are [CH2:1]([C:5]1[N:10]=[C:9]([CH3:11])[N:8]([C:12]2[CH:17]=[CH:16][CH:15]=[C:14]([CH:18]([O:20][Si](C(C)(C)C)(C)C)[CH3:19])[CH:13]=2)[C:7](=[O:28])[C:6]=1[CH2:29][C:30]1[CH:35]=[CH:34][C:33]([C:36]2[CH:41]=[CH:40][CH:39]=[CH:38][C:37]=2[C:42]2[NH:46][C:45](=[O:47])[O:44][N:43]=2)=[CH:32][CH:31]=1)[CH2:2][CH2:3][CH3:4].[F-].C([N+](CCCC)(CCCC)CCCC)CCC.C(OCC)(=O)C.O. The catalyst is O1CCCC1. The product is [CH2:1]([C:5]1[N:10]=[C:9]([CH3:11])[N:8]([C:12]2[CH:17]=[CH:16][CH:15]=[C:14]([CH:18]([OH:20])[CH3:19])[CH:13]=2)[C:7](=[O:28])[C:6]=1[CH2:29][C:30]1[CH:35]=[CH:34][C:33]([C:36]2[CH:41]=[CH:40][CH:39]=[CH:38][C:37]=2[C:42]2[NH:46][C:45](=[O:47])[O:44][N:43]=2)=[CH:32][CH:31]=1)[CH2:2][CH2:3][CH3:4]. The yield is 0.630. (4) The reactants are [H-].[Na+].Cl[CH2:4][CH2:5][CH2:6][CH2:7][C:8]([NH:10][CH:11]1[CH2:16][CH2:15][CH2:14][CH2:13][CH2:12]1)=[O:9].O. The catalyst is C(#N)C. The product is [CH:11]1([N:10]2[CH2:4][CH2:5][CH2:6][CH2:7][C:8]2=[O:9])[CH2:16][CH2:15][CH2:14][CH2:13][CH2:12]1. The yield is 0.600. (5) The reactants are [N+:1]([C:4]1[CH:11]=[CH:10][C:7]([CH:8]=O)=[CH:6][CH:5]=1)([O-:3])=[O:2].C1(P(C2C=CC=CC=2)(C2C=CC=CC=2)=[CH:19][C:20]([O:22][CH2:23][CH3:24])=[O:21])C=CC=CC=1. The catalyst is C1COCC1. The product is [N+:1]([C:4]1[CH:11]=[CH:10][C:7](/[CH:8]=[CH:19]/[C:20]([O:22][CH2:23][CH3:24])=[O:21])=[CH:6][CH:5]=1)([O-:3])=[O:2]. The yield is 0.690. (6) The reactants are C(C[O:4][C:5]1[CH:14]=[CH:13][C:8]([C:9]([O:11][CH3:12])=[O:10])=[C:7]([O:15][CH3:16])[CH:6]=1)#N.[H-].[Na+].IC.[Li+].CC([N-][CH:26]([CH3:28])[CH3:27])C.[CH3:29][N:30](C)C=O. The catalyst is O1CCCC1. The product is [C:29]([C:26]([CH3:27])([O:4][C:5]1[CH:14]=[CH:13][C:8]([C:9]([O:11][CH3:12])=[O:10])=[C:7]([O:15][CH3:16])[CH:6]=1)[CH3:28])#[N:30]. The yield is 0.310. (7) The reactants are [CH:1]1([NH2:7])[CH2:6][CH2:5][CH2:4][CH2:3][CH2:2]1.C([O:10][C:11]([C:13]1[C:14](=[O:32])[N:15]([CH2:25][C:26]2[CH:31]=[CH:30][CH:29]=[CH:28][CH:27]=2)[C:16]2[C:21]([C:22]=1[OH:23])=[CH:20][C:19]([F:24])=[CH:18][CH:17]=2)=O)C. The catalyst is C1(C)C=CC=CC=1.O. The product is [CH:1]1([NH:7][C:11]([C:13]2[C:14](=[O:32])[N:15]([CH2:25][C:26]3[CH:31]=[CH:30][CH:29]=[CH:28][CH:27]=3)[C:16]3[C:21]([C:22]=2[OH:23])=[CH:20][C:19]([F:24])=[CH:18][CH:17]=3)=[O:10])[CH2:6][CH2:5][CH2:4][CH2:3][CH2:2]1. The yield is 0.780. (8) The reactants are [C:1]([Si:5]([CH3:42])([CH3:41])[O:6][CH:7]([C:37]([CH3:40])([CH3:39])[CH3:38])[CH2:8][CH2:9][C:10]1[CH:15]=[CH:14][C:13]([C:16]([C:21]2[CH:26]=[CH:25][C:24](OS(C(F)(F)F)(=O)=O)=[C:23]([CH3:35])[CH:22]=2)([CH2:19][CH3:20])[CH2:17][CH3:18])=[CH:12][C:11]=1[CH3:36])([CH3:4])([CH3:3])[CH3:2].C([O-])(=O)C.[K+].[B:48]1([B:48]2[O:52][C:51]([CH3:54])([CH3:53])[C:50]([CH3:56])([CH3:55])[O:49]2)[O:52][C:51]([CH3:54])([CH3:53])[C:50]([CH3:56])([CH3:55])[O:49]1.O. The catalyst is O1CCOCC1.C1C=CC(P(C2C=CC=CC=2)[C-]2C=CC=C2)=CC=1.C1C=CC(P(C2C=CC=CC=2)[C-]2C=CC=C2)=CC=1.Cl[Pd]Cl.[Fe+2].C1(P(C2C=CC=CC=2)[C-]2C=CC=C2)C=CC=CC=1.[C-]1(P(C2C=CC=CC=2)C2C=CC=CC=2)C=CC=C1.[Fe+2]. The product is [C:1]([Si:5]([O:6][CH:7]([CH2:8][CH2:9][C:10]1[CH:15]=[CH:14][C:13]([C:16]([CH2:19][CH3:20])([C:21]2[CH:26]=[CH:25][C:24]([B:48]3[O:52][C:51]([CH3:54])([CH3:53])[C:50]([CH3:56])([CH3:55])[O:49]3)=[C:23]([CH3:35])[CH:22]=2)[CH2:17][CH3:18])=[CH:12][C:11]=1[CH3:36])[C:37]([CH3:39])([CH3:38])[CH3:40])([CH3:41])[CH3:42])([CH3:3])([CH3:2])[CH3:4]. The yield is 0.930. (9) The product is [Cl-:30].[CH2:1]([O:5][C:6]1[C:11]2[C:12]([O:15][CH2:16][CH:17]3[CH2:22][CH2:21][NH2+:20][CH2:19][CH2:18]3)=[N:13][O:14][C:10]=2[CH:9]=[CH:8][CH:7]=1)[CH:2]([CH3:4])[CH3:3]. The yield is 0.750. The reactants are [CH2:1]([O:5][C:6]1[C:11]2[C:12]([O:15][CH2:16][CH:17]3[CH2:22][CH2:21][N:20](C(OC(C)(C)C)=O)[CH2:19][CH2:18]3)=[N:13][O:14][C:10]=2[CH:9]=[CH:8][CH:7]=1)[CH:2]([CH3:4])[CH3:3].[ClH:30]. The catalyst is C(OCC)(=O)C.